Dataset: Full USPTO retrosynthesis dataset with 1.9M reactions from patents (1976-2016). Task: Predict the reactants needed to synthesize the given product. (1) Given the product [CH3:1][NH:3][C:4]1[CH:13]=[CH:12][C:11]2[NH:10][C:9](=[O:14])[C:8]3[NH:15][CH:16]=[CH:17][C:7]=3[C:6]=2[CH:5]=1.[ClH:23].[CH2:18]([C:20]([OH:22])=[O:21])[CH3:19], predict the reactants needed to synthesize it. The reactants are: [CH:1]([NH:3][C:4]1[CH:13]=[CH:12][C:11]2[NH:10][C:9](=[O:14])[C:8]3[NH:15][CH:16]=[CH:17][C:7]=3[C:6]=2[CH:5]=1)=O.[CH2:18]([C:20]([O-:22])=[O:21])[CH3:19].[ClH:23]. (2) Given the product [Br:15][C:14]1[C:13]2[C:8](=[CH:9][CH:10]=[CH:11][CH:12]=2)[NH:7][C:6]=1[C:4]([O:3][CH2:1][CH3:2])=[O:5], predict the reactants needed to synthesize it. The reactants are: [CH2:1]([O:3][C:4]([C:6]1[NH:7][C:8]2[C:13]([CH:14]=1)=[CH:12][CH:11]=[CH:10][CH:9]=2)=[O:5])[CH3:2].[Br:15]N1C(=O)CCC1=O.O. (3) Given the product [CH3:40][O:1][C:2]1[CH:3]=[CH:4][C:5]([C@H:8]2[C@H:13]([O:14][Si:15]([CH:19]([CH3:20])[CH3:21])([CH:22]([CH3:23])[CH3:24])[CH:16]([CH3:17])[CH3:18])[CH2:12][N:11]([S:25]([C:28]3[CH:33]=[CH:32][C:31]([CH3:34])=[CH:30][CH:29]=3)(=[O:27])=[O:26])[CH2:10][C@@H:9]2[OH:35])=[CH:6][CH:7]=1, predict the reactants needed to synthesize it. The reactants are: [OH:1][C:2]1[CH:7]=[CH:6][C:5]([C@H:8]2[C@H:13]([O:14][Si:15]([CH:22]([CH3:24])[CH3:23])([CH:19]([CH3:21])[CH3:20])[CH:16]([CH3:18])[CH3:17])[CH2:12][N:11]([S:25]([C:28]3[CH:33]=[CH:32][C:31]([CH3:34])=[CH:30][CH:29]=3)(=[O:27])=[O:26])[CH2:10][C@@H:9]2[OH:35])=[CH:4][CH:3]=1.S(OC)(O[CH3:40])(=O)=O.C(=O)([O-])[O-].[K+].[K+].